Dataset: Full USPTO retrosynthesis dataset with 1.9M reactions from patents (1976-2016). Task: Predict the reactants needed to synthesize the given product. (1) Given the product [Br:12][C:5]1[C:6]([C:8]([F:11])([F:9])[F:10])=[N:7][C:2]([NH2:1])=[N:3][CH:4]=1, predict the reactants needed to synthesize it. The reactants are: [NH2:1][C:2]1[N:7]=[C:6]([C:8]([F:11])([F:10])[F:9])[CH:5]=[CH:4][N:3]=1.[Br:12]N1C(=O)CCC1=O.C(Cl)Cl.[OH-].[Na+]. (2) Given the product [OH:44][CH2:43][CH2:42][N:39]1[CH2:40][CH2:41][N:36]([CH2:35][CH2:34][CH2:33][CH2:32][NH:31][C:8](=[O:30])[NH:9][C:10]2[S:14][N:13]=[C:12]([O:15][CH2:16][C:17]3[C:22]([F:23])=[CH:21][C:20]([CH3:24])=[C:19]([F:25])[C:18]=3[F:26])[C:11]=2[C:27]([NH2:28])=[O:29])[CH2:37][CH2:38]1, predict the reactants needed to synthesize it. The reactants are: C1(O[C:8](=[O:30])[NH:9][C:10]2[S:14][N:13]=[C:12]([O:15][CH2:16][C:17]3[C:22]([F:23])=[CH:21][C:20]([CH3:24])=[C:19]([F:25])[C:18]=3[F:26])[C:11]=2[C:27](=[O:29])[NH2:28])C=CC=CC=1.[NH2:31][CH2:32][CH2:33][CH2:34][CH2:35][N:36]1[CH2:41][CH2:40][N:39]([CH2:42][CH2:43][OH:44])[CH2:38][CH2:37]1. (3) Given the product [F:25][C:24]([F:27])([F:26])[C:22]([OH:28])=[O:23].[O:7]=[C:4]1[CH:5]=[CH:6][C:2](=[O:1])[N:3]1[CH2:8][CH2:9][CH2:10][C:11]([NH:13][NH2:14])=[O:12], predict the reactants needed to synthesize it. The reactants are: [O:1]=[C:2]1[CH:6]=[CH:5][C:4](=[O:7])[N:3]1[CH2:8][CH2:9][CH2:10][C:11]([NH:13][NH:14]C(OC(C)(C)C)=O)=[O:12].[C:22]([OH:28])([C:24]([F:27])([F:26])[F:25])=[O:23].